From a dataset of Catalyst prediction with 721,799 reactions and 888 catalyst types from USPTO. Predict which catalyst facilitates the given reaction. Reactant: C([O:3][C:4]([C:6]1([S:22]([C:25]2[CH:30]=[CH:29][C:28]([O:31][CH3:32])=[CH:27][CH:26]=2)(=[O:24])=[O:23])[CH2:11][CH2:10][N:9]([CH2:12][CH2:13][CH2:14][O:15][C:16]2[CH:21]=[CH:20][CH:19]=[CH:18][CH:17]=2)[CH2:8][CH2:7]1)=[O:5])C. Product: [CH3:32][O:31][C:28]1[CH:29]=[CH:30][C:25]([S:22]([C:6]2([C:4]([OH:5])=[O:3])[CH2:7][CH2:8][N:9]([CH2:12][CH2:13][CH2:14][O:15][C:16]3[CH:17]=[CH:18][CH:19]=[CH:20][CH:21]=3)[CH2:10][CH2:11]2)(=[O:23])=[O:24])=[CH:26][CH:27]=1. The catalyst class is: 702.